Dataset: Aqueous solubility values for 9,982 compounds from the AqSolDB database. Task: Regression/Classification. Given a drug SMILES string, predict its absorption, distribution, metabolism, or excretion properties. Task type varies by dataset: regression for continuous measurements (e.g., permeability, clearance, half-life) or binary classification for categorical outcomes (e.g., BBB penetration, CYP inhibition). For this dataset (solubility_aqsoldb), we predict Y. (1) The molecule is CCCCCCOC(=O)c1ccc(O)c(I)c1. The Y is -4.43 log mol/L. (2) The drug is CCCCOCN(C(=O)CCl)c1c(CC)cccc1CC. The Y is -4.19 log mol/L. (3) The molecule is Clc1cc2c(Cl)ccc(Cl)c2cc1Cl. The Y is -7.52 log mol/L. (4) The compound is N=C(N)NN=Cc1c(O)ccc2ccccc12. The Y is -2.46 log mol/L. (5) The drug is CCCCCNC(=O)C(C)O. The Y is -0.383 log mol/L.